This data is from Catalyst prediction with 721,799 reactions and 888 catalyst types from USPTO. The task is: Predict which catalyst facilitates the given reaction. (1) Reactant: [CH3:1][C:2]1[NH:3][C:4]([CH3:7])=[CH:5][CH:6]=1.N1C=CC=CC=1.[C:14](Cl)(Cl)=[O:15].C1(C)C=CC=CC=1.[Cl:25][C:26]1[N:31]=[N:30][C:29]([O:32][C:33]2[C:38]([CH3:39])=[CH:37][CH:36]=[CH:35][C:34]=2[CH:40]2[CH2:42][CH2:41]2)=[C:28]([OH:43])[CH:27]=1. Product: [CH3:1][C:2]1[N:3]([C:14]([O:43][C:28]2[CH:27]=[C:26]([Cl:25])[N:31]=[N:30][C:29]=2[O:32][C:33]2[C:38]([CH3:39])=[CH:37][CH:36]=[CH:35][C:34]=2[CH:40]2[CH2:42][CH2:41]2)=[O:15])[C:4]([CH3:7])=[CH:5][CH:6]=1. The catalyst class is: 226. (2) The catalyst class is: 15. Product: [CH3:14][O:13][C:10]1[N:9]=[CH:8][C:7]([N:6]2[C:2]([N:1]3[CH:22]=[CH:26][CH:25]=[CH:24]3)=[CH:3][C:4]([C:15]([O:17][CH2:18][CH3:19])=[O:16])=[N:5]2)=[CH:12][CH:11]=1. Reactant: [NH2:1][C:2]1[N:6]([C:7]2[CH:8]=[N:9][C:10]([O:13][CH3:14])=[CH:11][CH:12]=2)[N:5]=[C:4]([C:15]([O:17][CH2:18][CH3:19])=[O:16])[CH:3]=1.CO[CH:22]1[CH2:26][CH2:25][CH:24](OC)O1. (3) Reactant: FC(F)(F)C(O)=O.[C:8]([C:11]1[C:19]2[C:14](=[CH:15][N:16]=[CH:17][CH:18]=2)[N:13]([CH2:20][C:21]([OH:23])=O)[N:12]=1)(=[O:10])[NH2:9].FC(F)(F)C(O)=O.[Cl:31][C:32]1[C:33]([F:49])=[C:34]([C@H:38]([NH:40][C:41]([C@@H:43]2[CH2:48][C@@H:47]3[C@@H:45]([CH2:46]3)[NH:44]2)=[O:42])[CH3:39])[CH:35]=[CH:36][CH:37]=1.CN(C(ON1N=NC2C=CC=CC1=2)=[N+](C)C)C.F[P-](F)(F)(F)(F)F.CCN(C(C)C)C(C)C. Product: [Cl:31][C:32]1[C:33]([F:49])=[C:34]([C@H:38]([NH:40][C:41]([C@@H:43]2[CH2:48][C@@H:47]3[C@@H:45]([CH2:46]3)[N:44]2[C:21](=[O:23])[CH2:20][N:13]2[C:14]3=[CH:15][N:16]=[CH:17][CH:18]=[C:19]3[C:11]([C:8]([NH2:9])=[O:10])=[N:12]2)=[O:42])[CH3:39])[CH:35]=[CH:36][CH:37]=1. The catalyst class is: 3. (4) Reactant: [Cl:1][C:2]1[CH:7]=[CH:6][CH:5]=[CH:4][C:3]=1[S:8]([NH:11][C:12]([CH3:30])([CH3:29])[C:13]([NH:15][CH:16]1[CH:23]2[CH2:24][C:19]3([C:26](O)=[O:27])[CH2:20][CH:21]([CH2:25][CH:17]1[CH2:18]3)[CH2:22]2)=[O:14])(=[O:10])=[O:9].Cl.C(N=C=NCCCN(C)C)C.ON1C2C=CC=CC=2N=N1.[CH2:53]([NH:55][CH2:56][CH3:57])[CH3:54]. Product: [CH2:53]([N:55]([CH2:56][CH3:57])[C:26]([C:19]12[CH2:18][CH:17]3[CH2:25][CH:21]([CH2:22][CH:23]([CH:16]3[NH:15][C:13](=[O:14])[C:12]([NH:11][S:8]([C:3]3[CH:4]=[CH:5][CH:6]=[CH:7][C:2]=3[Cl:1])(=[O:9])=[O:10])([CH3:29])[CH3:30])[CH2:24]1)[CH2:20]2)=[O:27])[CH3:54]. The catalyst class is: 232. (5) Reactant: [Br:1][C:2]1[CH:7]=[C:6]2[NH:8][C:9](=[O:41])[C:10]3([CH:15]([C:16]4[CH:21]=[C:20]([Cl:22])[CH:19]=[CH:18][C:17]=4[O:23][C:24]([C:29]([OH:31])=O)([CH2:27][CH3:28])[CH2:25][CH3:26])[CH2:14][C:13](=[O:32])[NH:12][CH:11]3[C:33]3[CH:38]=[C:37](F)[CH:36]=[CH:35][C:34]=3[CH3:40])[C:5]2=[CH:4][CH:3]=1.C1N=CN(C(N2C=NC=C2)=O)C=1.[CH3:54][S:55]([NH2:58])(=[O:57])=[O:56].[H-].[Na+].[ClH:61]. Product: [Br:1][C:2]1[CH:7]=[C:6]2[NH:8][C:9](=[O:41])[C:10]3([CH:15]([C:16]4[CH:21]=[C:20]([Cl:22])[CH:19]=[CH:18][C:17]=4[O:23][C:24]([CH2:25][CH3:26])([C:29]([NH:58][S:55]([CH3:54])(=[O:57])=[O:56])=[O:31])[CH2:27][CH3:28])[CH2:14][C:13](=[O:32])[NH:12][CH:11]3[C:33]3[CH:38]=[C:37]([Cl:61])[CH:36]=[CH:35][C:34]=3[CH3:40])[C:5]2=[CH:4][CH:3]=1. The catalyst class is: 18. (6) Reactant: [CH3:1][N:2]1[CH2:7][CH2:6][NH:5][CH2:4][CH2:3]1.[CH2:8]([O:10][C:11]1[CH:16]=[CH:15][C:14]([S:17](Cl)(=[O:19])=[O:18])=[CH:13][C:12]=1[C:21]1[NH:26][C:25](=[O:27])[N:24]2[C:28]([CH3:34])=[N:29][C:30]([CH2:31][CH2:32][CH3:33])=[C:23]2[N:22]=1)[CH3:9]. Product: [CH2:8]([O:10][C:11]1[CH:16]=[CH:15][C:14]([S:17]([N:5]2[CH2:6][CH2:7][N:2]([CH3:1])[CH2:3][CH2:4]2)(=[O:19])=[O:18])=[CH:13][C:12]=1[C:21]1[NH:26][C:25](=[O:27])[N:24]2[C:28]([CH3:34])=[N:29][C:30]([CH2:31][CH2:32][CH3:33])=[C:23]2[N:22]=1)[CH3:9]. The catalyst class is: 4. (7) Product: [OH:27][C:28]1[CH:35]=[CH:34][C:31]([CH2:32][NH:33][C:2]2[N:10]=[CH:9][N:8]=[C:7]3[C:3]=2[N:4]=[CH:5][N:6]3[CH:11]2[CH2:16][CH2:15][CH2:14][CH2:13][O:12]2)=[CH:30][CH:29]=1. Reactant: Cl[C:2]1[N:10]=[CH:9][N:8]=[C:7]2[C:3]=1[N:4]=[CH:5][N:6]2[CH:11]1[CH2:16][CH2:15][CH2:14][CH2:13][O:12]1.ClC1N=CN=C2C=1NC=N2.[OH:27][C:28]1[CH:35]=[CH:34][C:31]([CH2:32][NH2:33])=[CH:30][CH:29]=1.C(N(CC)CC)C. The catalyst class is: 259. (8) Reactant: [CH2:1]([C:3]1[CH:18]=[CH:17][C:6]([O:7][C@H:8]([CH3:16])[CH2:9][CH2:10][O:11]S(C)(=O)=O)=[C:5]([O:19][C:20]2[CH:25]=[CH:24][CH:23]=[CH:22][CH:21]=2)[CH:4]=1)[CH3:2].C[O:27][C:28](=[O:40])[CH2:29][CH2:30][C:31]1[C:36]([CH3:37])=[CH:35][C:34](O)=[CH:33][C:32]=1[CH3:39].C(=O)([O-])[O-].[Cs+].[Cs+].[OH-].[Na+]. Product: [CH2:1]([C:3]1[CH:18]=[CH:17][C:6]([O:7][C@H:8]([CH3:16])[CH2:9][CH2:10][O:11][C:34]2[CH:35]=[C:36]([CH3:37])[C:31]([CH2:30][CH2:29][C:28]([OH:40])=[O:27])=[C:32]([CH3:39])[CH:33]=2)=[C:5]([O:19][C:20]2[CH:25]=[CH:24][CH:23]=[CH:22][CH:21]=2)[CH:4]=1)[CH3:2]. The catalyst class is: 3. (9) Product: [Cl:1][C:2]1[CH:7]=[CH:6][C:5]([CH2:8][C@@H:9]([CH3:40])[C:10]([N:12]2[CH2:17][CH2:16][N:15]([C:18]3[CH:23]=[CH:22][C:21]([C:24]([F:27])([F:26])[F:25])=[CH:20][C:19]=3[C@@H:28]([NH:32][CH3:39])[CH:29]([CH3:31])[CH3:30])[CH2:14][CH2:13]2)=[O:11])=[C:4]([O:41][CH3:42])[CH:3]=1. Reactant: [Cl:1][C:2]1[CH:7]=[CH:6][C:5]([CH2:8][C@@H:9]([CH3:40])[C:10]([N:12]2[CH2:17][CH2:16][N:15]([C:18]3[CH:23]=[CH:22][C:21]([C:24]([F:27])([F:26])[F:25])=[CH:20][C:19]=3[C@@H:28]([N:32]([CH3:39])[S@](C(C)(C)C)=O)[CH:29]([CH3:31])[CH3:30])[CH2:14][CH2:13]2)=[O:11])=[C:4]([O:41][CH3:42])[CH:3]=1.Cl. The catalyst class is: 71. (10) Reactant: [F:1][C:2]1[CH:3]=[C:4]([CH:42]=[CH:43][CH:44]=1)[CH2:5][N:6]1[CH:10]=[C:9]([C:11]2[C:19]3[C:14](=[N:15][CH:16]=[C:17]([C:20]4[CH:25]=[CH:24][CH:23]=[C:22]([N:26]5[CH2:31][CH2:30][NH:29][CH2:28][CH2:27]5)[CH:21]=4)[CH:18]=3)[N:13]([S:32]([C:35]3[CH:41]=[CH:40][C:38]([CH3:39])=[CH:37][CH:36]=3)(=[O:34])=[O:33])[CH:12]=2)[CH:8]=[N:7]1.C=O.[C:47](O[BH-](OC(=O)C)OC(=O)C)(=O)C.[Na+]. Product: [F:1][C:2]1[CH:3]=[C:4]([CH:42]=[CH:43][CH:44]=1)[CH2:5][N:6]1[CH:10]=[C:9]([C:11]2[C:19]3[C:14](=[N:15][CH:16]=[C:17]([C:20]4[CH:25]=[CH:24][CH:23]=[C:22]([N:26]5[CH2:27][CH2:28][N:29]([CH3:47])[CH2:30][CH2:31]5)[CH:21]=4)[CH:18]=3)[N:13]([S:32]([C:35]3[CH:41]=[CH:40][C:38]([CH3:39])=[CH:37][CH:36]=3)(=[O:33])=[O:34])[CH:12]=2)[CH:8]=[N:7]1. The catalyst class is: 26.